Dataset: Full USPTO retrosynthesis dataset with 1.9M reactions from patents (1976-2016). Task: Predict the reactants needed to synthesize the given product. Given the product [Cl:1][C:2]1[CH:3]=[C:4]([C:8]2[CH:13]=[CH:12][C:11]([CH2:14][C@@H:15]([NH:24][C:25]([C:26]3[O:27][C:33](=[O:34])[NH:29][N:28]=3)=[O:30])[CH2:16][C@@H:17]([CH3:23])[C:18]([O:20][CH2:21][CH3:22])=[O:19])=[CH:10][CH:9]=2)[CH:5]=[CH:6][CH:7]=1, predict the reactants needed to synthesize it. The reactants are: [Cl:1][C:2]1[CH:3]=[C:4]([C:8]2[CH:13]=[CH:12][C:11]([CH2:14][C@@H:15]([NH:24][C:25](=[O:30])[C:26]([NH:28][NH2:29])=[O:27])[CH2:16][CH:17]([CH3:23])[C:18]([O:20][CH2:21][CH3:22])=[O:19])=[CH:10][CH:9]=2)[CH:5]=[CH:6][CH:7]=1.C1C[O:34][CH2:33]C1.